This data is from Reaction yield outcomes from USPTO patents with 853,638 reactions. The task is: Predict the reaction yield, written as a fraction of the theoretical maximum amount of product (1.0 means a 100% yield; for example, 0.34 means a 34% yield). (1) The reactants are [CH:1]([N:4]1[C:8]([C:9]2[N:18]=[C:17]3[N:11]([CH2:12][CH2:13][O:14][C:15]4[CH:22]=[C:21](O)[N:20]=[CH:19][C:16]=43)[CH:10]=2)=[N:7][CH:6]=[N:5]1)([CH3:3])[CH3:2].C(OC([N:31]1[CH2:35][C@H:34]([C:36]#[N:37])[CH2:33][C@H:32]1[C:38](=[O:40])[NH2:39])=O)(C)(C)C.CO. The catalyst is C(Cl)Cl. The product is [C:36]([C@H:34]1[CH2:35][N:31]([C:21]2[N:20]=[CH:19][C:16]3[C:17]4[N:11]([CH:10]=[C:9]([C:8]5[N:4]([CH:1]([CH3:2])[CH3:3])[N:5]=[CH:6][N:7]=5)[N:18]=4)[CH2:12][CH2:13][O:14][C:15]=3[CH:22]=2)[C@H:32]([C:38]([NH2:39])=[O:40])[CH2:33]1)#[N:37]. The yield is 0.720. (2) The reactants are [Cl:1][C:2]1[CH:7]=[CH:6][C:5]([C:8]2[N:9]([C:17]3[CH:22]=[CH:21][C:20]([Cl:23])=[CH:19][C:18]=3[Cl:24])[C:10]([CH3:16])=[C:11]([C:13](Cl)=[O:14])[N:12]=2)=[CH:4][CH:3]=1.[NH2:25][N:26]1[CH2:31][CH2:30][CH2:29][CH2:28][CH2:27]1.C(N(CC)CC)C. The catalyst is ClCCl. The product is [Cl:1][C:2]1[CH:7]=[CH:6][C:5]([C:8]2[N:9]([C:17]3[CH:22]=[CH:21][C:20]([Cl:23])=[CH:19][C:18]=3[Cl:24])[C:10]([CH3:16])=[C:11]([C:13]([NH:25][N:26]3[CH2:31][CH2:30][CH2:29][CH2:28][CH2:27]3)=[O:14])[N:12]=2)=[CH:4][CH:3]=1. The yield is 0.130. (3) The reactants are I[C:2]1[CH:3]=[C:4]([CH:8]=[C:9]([N+:11]([O-:13])=[O:12])[CH:10]=1)[C:5]([OH:7])=[O:6].B(O)(O)[C:15]1[CH:16]=[CH:17][C:18]([CH3:21])=[CH:19][CH:20]=1.C([O-])([O-])=O.[Cs+].[Cs+].[OH-].[Na+]. The catalyst is C1(C)C=CC=CC=1.C(O)C.O.C1C=CC([P]([Pd]([P](C2C=CC=CC=2)(C2C=CC=CC=2)C2C=CC=CC=2)([P](C2C=CC=CC=2)(C2C=CC=CC=2)C2C=CC=CC=2)[P](C2C=CC=CC=2)(C2C=CC=CC=2)C2C=CC=CC=2)(C2C=CC=CC=2)C2C=CC=CC=2)=CC=1. The product is [CH3:21][C:18]1[CH:19]=[CH:20][C:15]([C:2]2[CH:10]=[C:9]([N+:11]([O-:13])=[O:12])[CH:8]=[C:4]([C:5]([OH:7])=[O:6])[CH:3]=2)=[CH:16][CH:17]=1. The yield is 0.972. (4) The reactants are [O-][CH2:2]C.[Na+].[NH2:5][C:6]1[CH:11]=[C:10]([O:12][CH2:13][C:14]2[CH:19]=[CH:18][CH:17]=[CH:16][CH:15]=2)[C:9]([O:20][CH3:21])=[CH:8][C:7]=1[C:22](=[O:24])[CH3:23].C(OCC)=O.Cl. The catalyst is COCCOC.O. The product is [CH2:13]([O:12][C:10]1[CH:11]=[C:6]2[C:7]([C:22]([OH:24])=[CH:23][CH:2]=[N:5]2)=[CH:8][C:9]=1[O:20][CH3:21])[C:14]1[CH:19]=[CH:18][CH:17]=[CH:16][CH:15]=1. The yield is 0.720. (5) The reactants are [CH:1]1([C:5]([NH:7][NH:8][C:9](=S)[NH:10][C:11]2[CH:16]=[CH:15][C:14]([C:17]3[CH:22]=[CH:21][C:20]([C:23]45[CH2:30][CH2:29][C:26]([CH2:31][C:32]([O:34][CH3:35])=[O:33])([CH2:27][CH2:28]4)[O:25][CH2:24]5)=[CH:19][CH:18]=3)=[CH:13][CH:12]=2)=[O:6])[CH2:4][CH2:3][CH2:2]1.C(N=C=NCCCN(C)C)C. The catalyst is C(Cl)Cl. The product is [CH:1]1([C:5]2[O:6][C:9]([NH:10][C:11]3[CH:16]=[CH:15][C:14]([C:17]4[CH:22]=[CH:21][C:20]([C:23]56[CH2:30][CH2:29][C:26]([CH2:31][C:32]([O:34][CH3:35])=[O:33])([CH2:27][CH2:28]5)[O:25][CH2:24]6)=[CH:19][CH:18]=4)=[CH:13][CH:12]=3)=[N:8][N:7]=2)[CH2:4][CH2:3][CH2:2]1. The yield is 0.900. (6) The reactants are [Cl:1][C:2]1[CH:3]=[C:4]2[C:9](=[CH:10][CH:11]=1)[NH:8][C:7](=[O:12])[C:6]([CH:13]=[O:14])=[CH:5]2.[CH3:15][Mg]Br. The catalyst is C1COCC1. The product is [Cl:1][C:2]1[CH:3]=[C:4]2[C:9](=[CH:10][CH:11]=1)[NH:8][C:7](=[O:12])[C:6]([CH:13]([OH:14])[CH3:15])=[CH:5]2. The yield is 0.630. (7) The reactants are [F:1][C:2]1[CH:24]=[CH:23][CH:22]=[C:21]([F:25])[C:3]=1[CH2:4][O:5][C:6]1[N:11]2[N:12]=[C:13]([CH3:18])[C:14]([C:15](O)=[O:16])=[C:10]2[CH:9]=[C:8]([O:19][CH3:20])[CH:7]=1.Cl.CN(C)CCCN=C=NCC.ON1C2N=CC=CC=2N=N1.C(N(CC)C(C)C)(C)C.[NH2:57][CH2:58][C:59]([NH:64][C:65](=[O:71])[O:66][C:67]([CH3:70])([CH3:69])[CH3:68])([CH3:63])[CH2:60][CH2:61][CH3:62]. The catalyst is O1CCCC1. The product is [C:67]([O:66][C:65](=[O:71])[NH:64][C:59]([CH3:63])([CH2:60][CH2:61][CH3:62])[CH2:58][NH:57][C:15]([C:14]1[C:13]([CH3:18])=[N:12][N:11]2[C:6]([O:5][CH2:4][C:3]3[C:21]([F:25])=[CH:22][CH:23]=[CH:24][C:2]=3[F:1])=[CH:7][C:8]([O:19][CH3:20])=[CH:9][C:10]=12)=[O:16])([CH3:70])([CH3:69])[CH3:68]. The yield is 0.440.